Dataset: Full USPTO retrosynthesis dataset with 1.9M reactions from patents (1976-2016). Task: Predict the reactants needed to synthesize the given product. (1) Given the product [CH3:25][O:24][C:19]1[CH:20]=[CH:21][C:22]2[CH:23]=[C:14]3[C:15]([C:26](=[O:28])[C:7]([C:6]#[N:8])=[CH:12][NH:13]3)=[CH:16][C:17]=2[CH:18]=1, predict the reactants needed to synthesize it. The reactants are: C([Li])CCC.[C:6](#[N:8])[CH3:7].CN(/[CH:12]=[N:13]/[C:14]1[C:15]([C:26]([O:28]C)=O)=[CH:16][C:17]2[C:22]([CH:23]=1)=[CH:21][CH:20]=[C:19]([O:24][CH3:25])[CH:18]=2)C.C(O)(=O)C. (2) Given the product [Br:10][C:11]1[CH:16]=[C:15]([NH:5][C:4]2[CH:6]=[CH:7][CH:8]=[C:2]([Cl:1])[C:3]=2[F:9])[CH:14]=[N:13][CH:12]=1, predict the reactants needed to synthesize it. The reactants are: [Cl:1][C:2]1[C:3]([F:9])=[C:4]([CH:6]=[CH:7][CH:8]=1)[NH2:5].[Br:10][C:11]1[CH:12]=[N:13][CH:14]=[C:15](Br)[CH:16]=1.CC(C)([O-])C.[Na+]. (3) Given the product [Cl:17][C:6]1[N:5]=[C:4]([C:18]2[N:23]=[CH:22][CH:21]=[CH:20][N:19]=2)[N:3]=[C:2]([NH:34][S:35]([CH2:38][CH2:39][C:40]2[CH:45]=[CH:44][CH:43]=[CH:42][CH:41]=2)(=[O:36])=[O:37])[C:7]=1[O:8][C:9]1[CH:14]=[CH:13][CH:12]=[CH:11][C:10]=1[O:15][CH3:16], predict the reactants needed to synthesize it. The reactants are: Cl[C:2]1[C:7]([O:8][C:9]2[CH:14]=[CH:13][CH:12]=[CH:11][C:10]=2[O:15][CH3:16])=[C:6]([Cl:17])[N:5]=[C:4]([C:18]2[N:23]=[CH:22][CH:21]=[CH:20][N:19]=2)[N:3]=1.OCCOC1N=CN=C([NH:34][S:35]([CH2:38][CH2:39][C:40]2[CH:45]=[CH:44][CH:43]=[CH:42][CH:41]=2)(=[O:37])=[O:36])C=1C1C=CC(C)=CC=1. (4) Given the product [CH3:42][C:10]1([CH2:9][OH:8])[S:16][CH2:15][CH2:14][N:13]2[C:17]([C:20]3([C:23]4[CH:24]=[CH:25][C:26]([C:29]5[CH:34]=[CH:33][C:32]([C:35]([N:37]6[CH2:41][CH2:40][CH2:39][CH2:38]6)=[O:36])=[CH:31][CH:30]=5)=[CH:27][CH:28]=4)[CH2:22][CH2:21]3)=[N:18][N:19]=[C:12]2[CH2:11]1, predict the reactants needed to synthesize it. The reactants are: [Si]([O:8][CH2:9][C:10]1([CH3:42])[S:16][CH2:15][CH2:14][N:13]2[C:17]([C:20]3([C:23]4[CH:28]=[CH:27][C:26]([C:29]5[CH:34]=[CH:33][C:32]([C:35]([N:37]6[CH2:41][CH2:40][CH2:39][CH2:38]6)=[O:36])=[CH:31][CH:30]=5)=[CH:25][CH:24]=4)[CH2:22][CH2:21]3)=[N:18][N:19]=[C:12]2[CH2:11]1)(C(C)(C)C)(C)C.Cl. (5) Given the product [O:5]1[CH2:4][CH:3]=[C:2]([C:8]#[C:9][C:10]2[CH:29]=[CH:28][C:13]3[N:14]=[C:15]([C:20]4[CH:21]=[C:22]([CH:25]=[CH:26][CH:27]=4)[C:23]#[N:24])[CH2:16][C:17](=[O:19])[NH:18][C:12]=3[CH:11]=2)[CH2:7][CH2:6]1, predict the reactants needed to synthesize it. The reactants are: O[C:2]1([C:8]#[C:9][C:10]2[CH:29]=[CH:28][C:13]3[N:14]=[C:15]([C:20]4[CH:21]=[C:22]([CH:25]=[CH:26][CH:27]=4)[C:23]#[N:24])[CH2:16][C:17](=[O:19])[NH:18][C:12]=3[CH:11]=2)[CH2:7][CH2:6][O:5][CH2:4][CH2:3]1.IC1C=C(C2CC(=O)NC3C=C(C#CC4C=CC=CC=4)C=CC=3N=2)C=CC=1.C(C1(O)CCOCC1)#C.C(O)(C(F)(F)F)=O. (6) Given the product [NH2:23][C:24]1[C:32]2[CH:31]=[C:30]3[C:29](=[CH:28][C:27]=2[N:26]([C:38]([C:51]2[CH:56]=[CH:55][CH:54]=[CH:53][CH:52]=2)([C:39]2[CH:40]=[CH:41][CH:42]=[CH:43][CH:44]=2)[C:45]2[CH:50]=[CH:49][CH:48]=[CH:47][CH:46]=2)[N:25]=1)[NH:12][C:10](=[O:11])[N:9]([C@@H:7]([C:1]1[CH:6]=[CH:5][CH:4]=[CH:3][CH:2]=1)[CH3:8])[C:33]3=[O:34], predict the reactants needed to synthesize it. The reactants are: [C:1]1([C@H:7]([NH:9][C:10]([NH2:12])=[O:11])[CH3:8])[CH:6]=[CH:5][CH:4]=[CH:3][CH:2]=1.C(OC([NH:23][C:24]1[C:32]2[C:27](=[CH:28][C:29](Cl)=[C:30]([C:33](OC)=[O:34])[CH:31]=2)[N:26]([C:38]([C:51]2[CH:56]=[CH:55][CH:54]=[CH:53][CH:52]=2)([C:45]2[CH:50]=[CH:49][CH:48]=[CH:47][CH:46]=2)[C:39]2[CH:44]=[CH:43][CH:42]=[CH:41][CH:40]=2)[N:25]=1)=O)C1C=CC=CC=1.C(=O)([O-])[O-].[Cs+].[Cs+]. (7) Given the product [F:1][C:2]1[CH:3]=[C:4]2[C:8](=[C:9]([N+:11]([O-:13])=[O:12])[CH:10]=1)[NH:7][CH:6]=[C:5]2[CH:22]([C:23]1[CH:28]=[CH:27][C:26]([C:29]([F:30])([F:31])[F:32])=[CH:25][CH:24]=1)[CH2:18][C:17]([OH:33])=[O:16], predict the reactants needed to synthesize it. The reactants are: [F:1][C:2]1[CH:3]=[C:4]2[C:8](=[C:9]([N+:11]([O-:13])=[O:12])[CH:10]=1)[NH:7][CH:6]=[CH:5]2.CC1(C)OC(=O)[C:18](=[CH:22][C:23]2[CH:28]=[CH:27][C:26]([C:29]([F:32])([F:31])[F:30])=[CH:25][CH:24]=2)[C:17](=[O:33])[O:16]1. (8) Given the product [CH2:36]([O:35][C:33](=[O:34])[CH2:32][O:21][C:15]1[CH:14]=[C:13]([CH:10]([C:9](=[O:22])[NH:8][CH2:7][C:6]2[CH:5]=[CH:4][C:3]([C:1]#[N:2])=[CH:24][CH:23]=2)[O:11][CH3:12])[CH:18]=[CH:17][C:16]=1[O:19][CH3:20])[CH3:37], predict the reactants needed to synthesize it. The reactants are: [C:1]([C:3]1[CH:24]=[CH:23][C:6]([CH2:7][NH:8][C:9](=[O:22])[CH:10]([C:13]2[CH:18]=[CH:17][C:16]([O:19][CH3:20])=[C:15]([OH:21])[CH:14]=2)[O:11][CH3:12])=[CH:5][CH:4]=1)#[N:2].C([O-])([O-])=O.[K+].[K+].Br[CH2:32][C:33]([O:35][CH2:36][CH3:37])=[O:34]. (9) Given the product [F:23][C:24]1[CH:25]=[C:26]2[C:30](=[CH:31][CH:32]=1)[NH:29][C:28](=[O:33])[C:27]2=[CH:21][C:3]1[NH:4][C:5]2[CH2:11][CH2:10][CH2:9][N:8]([CH2:12][CH2:13][N:14]3[CH2:19][CH2:18][CH2:17][CH2:16][CH2:15]3)[C:7](=[O:20])[C:6]=2[C:2]=1[CH3:1], predict the reactants needed to synthesize it. The reactants are: [CH3:1][C:2]1[C:6]2[C:7](=[O:20])[N:8]([CH2:12][CH2:13][N:14]3[CH2:19][CH2:18][CH2:17][CH2:16][CH2:15]3)[CH2:9][CH2:10][CH2:11][C:5]=2[NH:4][C:3]=1[CH:21]=O.[F:23][C:24]1[CH:25]=[C:26]2[C:30](=[CH:31][CH:32]=1)[NH:29][C:28](=[O:33])[CH2:27]2.N1CCCCC1. (10) Given the product [Cl:1][C:2]1[CH:3]=[CH:4][C:5]([O:6][C:7]2[CH:12]=[CH:11][C:10]([C:13]([O:23][CH3:32])([CH:20]([CH3:22])[CH3:21])[CH2:14][N:15]3[CH:19]=[N:18][CH:17]=[N:16]3)=[C:9]([C:24]([F:27])([F:25])[F:26])[CH:8]=2)=[CH:28][CH:29]=1, predict the reactants needed to synthesize it. The reactants are: [Cl:1][C:2]1[CH:29]=[CH:28][C:5]([O:6][C:7]2[CH:12]=[CH:11][C:10]([C:13]([OH:23])([CH:20]([CH3:22])[CH3:21])[CH2:14][N:15]3[CH:19]=[N:18][CH:17]=[N:16]3)=[C:9]([C:24]([F:27])([F:26])[F:25])[CH:8]=2)=[CH:4][CH:3]=1.[H-].[Na+].[CH3:32]I.[Cl-].[Na+].